Dataset: P-glycoprotein inhibition data for predicting drug efflux from Broccatelli et al.. Task: Regression/Classification. Given a drug SMILES string, predict its absorption, distribution, metabolism, or excretion properties. Task type varies by dataset: regression for continuous measurements (e.g., permeability, clearance, half-life) or binary classification for categorical outcomes (e.g., BBB penetration, CYP inhibition). Dataset: pgp_broccatelli. The molecule is COc1ccc(CCN2CCC[C@@H]2CNC(=O)c2ccccc2NC(=O)c2cnc3ccccc3c2)cc1OC. The result is 1 (inhibitor).